From a dataset of Forward reaction prediction with 1.9M reactions from USPTO patents (1976-2016). Predict the product of the given reaction. Given the reactants O.O.O.[F-].[CH2:5]([N+](CCCC)(CCCC)CCCC)CCC.[Br:22][C:23]1[CH:28]=[CH:27][C:26]([S:29][Si](C(C)C)(C(C)C)C(C)C)=[C:25]([F:40])[CH:24]=1.C(=O)([O-])[O-].[K+].[K+].CI, predict the reaction product. The product is: [Br:22][C:23]1[CH:28]=[CH:27][C:26]([S:29][CH3:5])=[C:25]([F:40])[CH:24]=1.